From a dataset of Experimentally validated miRNA-target interactions with 360,000+ pairs, plus equal number of negative samples. Binary Classification. Given a miRNA mature sequence and a target amino acid sequence, predict their likelihood of interaction. The miRNA is mmu-miR-15a-5p with sequence UAGCAGCACAUAAUGGUUUGUG. The protein sequence of the target gene is MENSVAPFVLYSGTEPRTPGEDSLPLPAEEEGAASTAQTPCSLSASLCFSSGDDSPPQSRASAAEGSEASPPSLRSDLRVVETQWDVSSAASPESPEECARPEEPASPEDPPSRHEHARPVELESLDELGEPVPVPPGVGSVHGEPDLVIEVAGRRLRAHKAVLAARSDYFRARASRDVLRVQGVSFTALRLLLADAYSGRMAGVRPDNVAEVVAGARRLQLPGAAQRATEAMAPQLSLDNCYEVLSAGKRQRLTELRDAAYRFMSDHYLEVLREPAVFGRLSGAERDLLLRRRLCTGRA.... Result: 1 (interaction).